This data is from Full USPTO retrosynthesis dataset with 1.9M reactions from patents (1976-2016). The task is: Predict the reactants needed to synthesize the given product. Given the product [Cl:1][C:2]1[CH:3]=[CH:4][C:5]([C@@H:8]2[C@:10]3([C:18]4[C:13](=[CH:14][CH:15]=[CH:16][CH:17]=4)[N:12]([CH2:21][C:22]4[CH:27]=[CH:26][N:25]=[CH:24][CH:23]=4)[C:11]3=[O:19])[CH2:9]2)=[CH:6][CH:7]=1, predict the reactants needed to synthesize it. The reactants are: [Cl:1][C:2]1[CH:7]=[CH:6][C:5]([C@@H:8]2[C@:10]3([C:18]4[C:13](=[CH:14][CH:15]=[CH:16][CH:17]=4)[NH:12][C:11]3=[O:19])[CH2:9]2)=[CH:4][CH:3]=1.Br[CH2:21][C:22]1[CH:27]=[CH:26][N:25]=[CH:24][CH:23]=1.C([O-])([O-])=O.[Cs+].[Cs+].O.